Dataset: Reaction yield outcomes from USPTO patents with 853,638 reactions. Task: Predict the reaction yield, written as a fraction of the theoretical maximum amount of product (1.0 means a 100% yield; for example, 0.34 means a 34% yield). The reactants are [Cl:1][C:2]1[CH:3]=[C:4]([CH:6]=[C:7]([F:9])[CH:8]=1)[NH2:5].Br.Br[CH:12]([C:14]1[CH:15]=[C:16]([C:31]([N:33]([CH3:35])[CH3:34])=[O:32])[CH:17]=[C:18]2[C:23]=1[O:22][C:21]([N:24]1[CH2:29][CH2:28][O:27][CH2:26][CH2:25]1)=[CH:20][C:19]2=[O:30])[CH3:13]. No catalyst specified. The product is [Cl:1][C:2]1[CH:3]=[C:4]([NH:5][CH:12]([C:14]2[CH:15]=[C:16]([C:31]([N:33]([CH3:35])[CH3:34])=[O:32])[CH:17]=[C:18]3[C:23]=2[O:22][C:21]([N:24]2[CH2:29][CH2:28][O:27][CH2:26][CH2:25]2)=[CH:20][C:19]3=[O:30])[CH3:13])[CH:6]=[C:7]([F:9])[CH:8]=1. The yield is 0.750.